From a dataset of Forward reaction prediction with 1.9M reactions from USPTO patents (1976-2016). Predict the product of the given reaction. (1) Given the reactants [F:1][C:2]1[CH:7]=[CH:6][C:5]([F:8])=[CH:4][C:3]=1[CH:9]=[CH:10][C:11]([NH:13][C@H:14]([C:24]([O:26]C)=[O:25])[CH2:15][C:16]1[CH:21]=[CH:20][C:19]([O:22][CH3:23])=[CH:18][CH:17]=1)=[O:12].[OH-].[Na+], predict the reaction product. The product is: [F:1][C:2]1[CH:7]=[CH:6][C:5]([F:8])=[CH:4][C:3]=1[CH:9]=[CH:10][C:11]([NH:13][C@H:14]([C:24]([OH:26])=[O:25])[CH2:15][C:16]1[CH:17]=[CH:18][C:19]([O:22][CH3:23])=[CH:20][CH:21]=1)=[O:12]. (2) Given the reactants [C:1]([O:5][C:6]([N:8]1[CH2:13][CH2:12][CH:11]([C:14]#[C:15][C:16]2[C:21](Cl)=[CH:20][N:19]=[C:18]([C:23]3[CH:28]=[CH:27][C:26]([S:29]([CH3:32])(=[O:31])=[O:30])=[CH:25][C:24]=3[F:33])[CH:17]=2)[CH2:10][CH2:9]1)=[O:7])([CH3:4])([CH3:3])[CH3:2].[OH-:34].[K+].C(P(C(C)(C)C)C1(C(C)C)CC(C(C)C)=CC(C(C)C)=C1C1C=CC=CC=1)(C)(C)C, predict the reaction product. The product is: [C:1]([O:5][C:6]([N:8]1[CH2:13][CH2:12][CH:11]([C:14]2[O:34][C:21]3=[CH:20][N:19]=[C:18]([C:23]4[CH:28]=[CH:27][C:26]([S:29]([CH3:32])(=[O:31])=[O:30])=[CH:25][C:24]=4[F:33])[CH:17]=[C:16]3[CH:15]=2)[CH2:10][CH2:9]1)=[O:7])([CH3:4])([CH3:3])[CH3:2]. (3) Given the reactants [I:1][C:2]1[C:10]2[C:5](=[CH:6][C:7](C=O)=[CH:8][CH:9]=2)[NH:4][N:3]=1.Cl[CH2:14][O:15][CH2:16][CH2:17][Si:18]([CH3:21])([CH3:20])[CH3:19].[C:22](OCC)(=[O:24])C, predict the reaction product. The product is: [I:1][C:2]1[C:10]2[C:5](=[CH:6][CH:7]=[C:8]([CH:22]=[O:24])[CH:9]=2)[N:4]([CH2:14][O:15][CH2:16][CH2:17][Si:18]([CH3:21])([CH3:20])[CH3:19])[N:3]=1. (4) Given the reactants C([NH:8][CH:9]1[CH2:24][CH2:23][C:12]2([CH2:17][CH2:16][CH:15]([CH2:18][C:19]([O:21][CH3:22])=[O:20])[CH2:14][CH2:13]2)[CH2:11][CH2:10]1)C1C=CC=CC=1, predict the reaction product. The product is: [NH2:8][CH:9]1[CH2:24][CH2:23][C:12]2([CH2:13][CH2:14][CH:15]([CH2:18][C:19]([O:21][CH3:22])=[O:20])[CH2:16][CH2:17]2)[CH2:11][CH2:10]1. (5) Given the reactants [Cl:1][C:2]1[CH:9]=[C:8]([OH:10])[CH:7]=[C:6]([Cl:11])[C:3]=1[CH:4]=[O:5].Cl[CH2:13][C:14]([N:16]([CH3:18])[CH3:17])=[O:15].O.CCOC(C)=O, predict the reaction product. The product is: [Cl:1][C:2]1[CH:9]=[C:8]([CH:7]=[C:6]([Cl:11])[C:3]=1[CH:4]=[O:5])[O:10][CH2:13][C:14]([N:16]([CH3:18])[CH3:17])=[O:15]. (6) The product is: [NH2:1][C:6]1[CH:7]=[CH:8][CH:9]=[CH:10][C:5]=1[C:4]([NH:20][C:19]1[CH:21]=[CH:22][C:16]([CH:13]([CH3:15])[CH3:14])=[CH:17][CH:18]=1)=[O:11]. Given the reactants [NH:1]1[C:6]2[CH:7]=[CH:8][CH:9]=[CH:10][C:5]=2[C:4](=[O:11])OC1=O.[CH:13]([C:16]1[CH:22]=[CH:21][C:19]([NH2:20])=[CH:18][CH:17]=1)([CH3:15])[CH3:14], predict the reaction product. (7) Given the reactants [NH2:1][C:2]1[CH:6]=[C:5]([C:7]([CH3:10])([CH3:9])[CH3:8])[NH:4][N:3]=1.CC[O:13][C:14]([CH:16]([C:20]([CH3:22])=O)[C:17]([CH3:19])=O)=[O:15], predict the reaction product. The product is: [C:7]([C:5]1[CH:6]=[C:2]2[N:1]=[C:17]([CH3:19])[C:16]([C:14]([OH:15])=[O:13])=[C:20]([CH3:22])[N:3]2[N:4]=1)([CH3:10])([CH3:9])[CH3:8].